From a dataset of Full USPTO retrosynthesis dataset with 1.9M reactions from patents (1976-2016). Predict the reactants needed to synthesize the given product. (1) Given the product [Cl:7][C:8]1[CH:13]=[CH:12][C:11]([S:14]([NH:6][CH:1]2[CH2:5][CH2:4][CH2:3][CH2:2]2)(=[O:16])=[O:15])=[CH:10][C:9]=1[N+:18]([O-:20])=[O:19], predict the reactants needed to synthesize it. The reactants are: [CH:1]1([NH2:6])[CH2:5][CH2:4][CH2:3][CH2:2]1.[Cl:7][C:8]1[CH:13]=[CH:12][C:11]([S:14](Cl)(=[O:16])=[O:15])=[CH:10][C:9]=1[N+:18]([O-:20])=[O:19]. (2) Given the product [OH:31][C@H:28]1[CH2:29][CH2:30][C@H:25]([NH:24][C:2]2[CH:7]=[CH:6][C:5]([S:8]([CH3:11])(=[O:10])=[O:9])=[CH:4][C:3]=2[C:12]2[C:21]3[C:16](=[CH:17][CH:18]=[CH:19][CH:20]=3)[C:15](=[O:22])[N:14]([CH3:23])[CH:13]=2)[CH2:26][CH2:27]1, predict the reactants needed to synthesize it. The reactants are: F[C:2]1[CH:7]=[CH:6][C:5]([S:8]([CH3:11])(=[O:10])=[O:9])=[CH:4][C:3]=1[C:12]1[C:21]2[C:16](=[CH:17][CH:18]=[CH:19][CH:20]=2)[C:15](=[O:22])[N:14]([CH3:23])[CH:13]=1.[NH2:24][C@H:25]1[CH2:30][CH2:29][C@H:28]([OH:31])[CH2:27][CH2:26]1. (3) Given the product [N:15]1[C:23]2[CH:22]=[CH:21][N:20]=[CH:19][C:18]=2[NH:17][C:16]=1[C:24]1[C:36]2[C:35]3[C:30](=[CH:31][CH:32]=[CH:33][CH:34]=3)[CH:29]([NH:37][CH2:38][C:40]3[CH:48]=[C:47]4[C:43]([CH:44]=[CH:45][NH:46]4)=[CH:42][CH:41]=3)[C:28]=2[CH:27]=[CH:26][CH:25]=1, predict the reactants needed to synthesize it. The reactants are: C1(N)C(F)=C(F)C(F)=C(N)C=1F.Cl.Cl.[N:15]1[C:23]2[CH:22]=[CH:21][N:20]=[CH:19][C:18]=2[NH:17][C:16]=1[C:24]1[C:36]2[C:35]3[C:30](=[CH:31][CH:32]=[CH:33][CH:34]=3)[CH:29]([NH2:37])[C:28]=2[CH:27]=[CH:26][CH:25]=1.[CH:38]([C:40]1[CH:48]=[C:47]2[C:43]([CH:44]=[CH:45][NH:46]2)=[CH:42][CH:41]=1)=O.C(N(C(C)C)CC)(C)C.[B-].[Na+]. (4) Given the product [C:13]1([CH3:17])[CH:14]=[CH:15][CH:16]=[C:11]([C:10]2[O:9][N:8]=[C:2]([C:3]([O:5][CH2:6][CH3:7])=[O:4])[N:1]=2)[CH:12]=1, predict the reactants needed to synthesize it. The reactants are: [NH2:1]/[C:2](=[N:8]/[O:9][C:10](=O)[C:11]1[CH:16]=[CH:15][CH:14]=[C:13]([CH3:17])[CH:12]=1)/[C:3]([O:5][CH2:6][CH3:7])=[O:4].OS(O)(=O)=O. (5) Given the product [Cl:1][C:2]1[CH:20]=[C:19]2[C:5]([C:6](=[O:22])[C:7](=[O:21])[C:8]3[S:18][CH2:17][C:11]4([CH2:16][CH2:15][N:14]([CH2:32][C@H:30]([OH:31])[CH2:23][C:24]5[CH:29]=[CH:28][CH:27]=[CH:26][CH:25]=5)[CH2:13][CH2:12]4)[O:10][C:9]=32)=[CH:4][CH:3]=1, predict the reactants needed to synthesize it. The reactants are: [Cl:1][C:2]1[CH:20]=[C:19]2[C:5]([C:6](=[O:22])[C:7](=[O:21])[C:8]3[S:18][CH2:17][C:11]4([CH2:16][CH2:15][NH:14][CH2:13][CH2:12]4)[O:10][C:9]=32)=[CH:4][CH:3]=1.[CH2:23]([C@@H:30]1[CH2:32][O:31]1)[C:24]1[CH:29]=[CH:28][CH:27]=[CH:26][CH:25]=1.